Dataset: NCI-60 drug combinations with 297,098 pairs across 59 cell lines. Task: Regression. Given two drug SMILES strings and cell line genomic features, predict the synergy score measuring deviation from expected non-interaction effect. (1) Drug 1: C1=CC=C(C=C1)NC(=O)CCCCCCC(=O)NO. Drug 2: CC1C(C(CC(O1)OC2CC(CC3=C2C(=C4C(=C3O)C(=O)C5=C(C4=O)C(=CC=C5)OC)O)(C(=O)CO)O)N)O.Cl. Cell line: ACHN. Synergy scores: CSS=39.5, Synergy_ZIP=-5.27, Synergy_Bliss=-1.46, Synergy_Loewe=-8.44, Synergy_HSA=0.210. (2) Synergy scores: CSS=37.3, Synergy_ZIP=0.617, Synergy_Bliss=-2.63, Synergy_Loewe=-60.5, Synergy_HSA=-3.54. Cell line: A498. Drug 2: C(CN)CNCCSP(=O)(O)O. Drug 1: CC1C(C(CC(O1)OC2CC(OC(C2O)C)OC3=CC4=CC5=C(C(=O)C(C(C5)C(C(=O)C(C(C)O)O)OC)OC6CC(C(C(O6)C)O)OC7CC(C(C(O7)C)O)OC8CC(C(C(O8)C)O)(C)O)C(=C4C(=C3C)O)O)O)O. (3) Drug 1: C1=CN(C=N1)CC(O)(P(=O)(O)O)P(=O)(O)O. Drug 2: N.N.Cl[Pt+2]Cl. Cell line: SF-539. Synergy scores: CSS=40.6, Synergy_ZIP=3.59, Synergy_Bliss=5.54, Synergy_Loewe=2.31, Synergy_HSA=4.32. (4) Drug 1: C(CC(=O)O)C(=O)CN.Cl. Drug 2: CC(C)NC(=O)C1=CC=C(C=C1)CNNC.Cl. Cell line: CAKI-1. Synergy scores: CSS=11.0, Synergy_ZIP=-3.32, Synergy_Bliss=2.13, Synergy_Loewe=-2.92, Synergy_HSA=-0.664. (5) Drug 1: CN(C)N=NC1=C(NC=N1)C(=O)N. Drug 2: CS(=O)(=O)CCNCC1=CC=C(O1)C2=CC3=C(C=C2)N=CN=C3NC4=CC(=C(C=C4)OCC5=CC(=CC=C5)F)Cl. Cell line: M14. Synergy scores: CSS=-4.42, Synergy_ZIP=3.64, Synergy_Bliss=2.69, Synergy_Loewe=-2.73, Synergy_HSA=-1.78. (6) Drug 1: CC1=C(C=C(C=C1)NC(=O)C2=CC=C(C=C2)CN3CCN(CC3)C)NC4=NC=CC(=N4)C5=CN=CC=C5. Drug 2: CC1C(C(CC(O1)OC2CC(CC3=C2C(=C4C(=C3O)C(=O)C5=CC=CC=C5C4=O)O)(C(=O)C)O)N)O. Cell line: DU-145. Synergy scores: CSS=36.3, Synergy_ZIP=2.38, Synergy_Bliss=0.477, Synergy_Loewe=-48.8, Synergy_HSA=-2.95. (7) Drug 1: C1=CC(=CC=C1C#N)C(C2=CC=C(C=C2)C#N)N3C=NC=N3. Drug 2: C1CN1P(=S)(N2CC2)N3CC3. Cell line: HL-60(TB). Synergy scores: CSS=7.16, Synergy_ZIP=12.0, Synergy_Bliss=6.47, Synergy_Loewe=-27.7, Synergy_HSA=-22.4.